Dataset: Catalyst prediction with 721,799 reactions and 888 catalyst types from USPTO. Task: Predict which catalyst facilitates the given reaction. Reactant: [C:1]([O:4][C:5]1[CH:10]=[CH:9][C:8]([C:11](=[O:18])[CH2:12][C:13]([O:15][CH2:16][CH3:17])=[O:14])=[CH:7][CH:6]=1)(=[O:3])[CH3:2].[H-].[Na+].Br[CH2:22][C:23]([C:25]1[S:29][C:28]([C:30]([O:32][CH3:33])=[O:31])=[CH:27][CH:26]=1)=[O:24]. Product: [C:1]([O:4][C:5]1[CH:6]=[CH:7][C:8]([C:11]([CH:12]([C:13]([O:15][CH2:16][CH3:17])=[O:14])[CH2:22][C:23]([C:25]2[S:29][C:28]([C:30]([O:32][CH3:33])=[O:31])=[CH:27][CH:26]=2)=[O:24])=[O:18])=[CH:9][CH:10]=1)(=[O:3])[CH3:2]. The catalyst class is: 1.